Task: Predict which catalyst facilitates the given reaction.. Dataset: Catalyst prediction with 721,799 reactions and 888 catalyst types from USPTO (1) Reactant: [NH2:1][C:2]1[CH:7]=[C:6]([CH2:8][C:9]2[CH:14]=[CH:13][C:12]([NH:15]C(=O)OC(C)(C)C)=[CH:11][C:10]=2[F:23])[CH:5]=[CH:4][N:3]=1.C(O)(C(F)(F)F)=O. Product: [NH2:15][C:12]1[CH:13]=[CH:14][C:9]([CH2:8][C:6]2[CH:5]=[CH:4][N:3]=[C:2]([NH2:1])[CH:7]=2)=[C:10]([F:23])[CH:11]=1. The catalyst class is: 2. (2) Reactant: [CH:1](=O)[CH3:2].C(O)(=O)C.C(O[BH-](OC(=O)C)OC(=O)C)(=O)C.[Na+].[CH2:22]([NH:24][C:25]1[CH:30]=[CH:29][C:28]([C:31]2[CH:36]=[CH:35][C:34]([NH:37][C:38]([C:40]3[CH:45]=[C:44]([N+:46]([O-:48])=[O:47])[CH:43]=[CH:42][C:41]=3[Cl:49])=[O:39])=[CH:33][CH:32]=2)=[CH:27][CH:26]=1)[CH3:23].C(=O)(O)[O-].[Na+]. Product: [CH2:22]([N:24]([C:25]1[CH:26]=[CH:27][C:28]([C:31]2[CH:32]=[CH:33][C:34]([NH:37][C:38]([C:40]3[CH:45]=[C:44]([N+:46]([O-:48])=[O:47])[CH:43]=[CH:42][C:41]=3[Cl:49])=[O:39])=[CH:35][CH:36]=2)=[CH:29][CH:30]=1)[CH2:1][CH3:2])[CH3:23]. The catalyst class is: 20. (3) Reactant: [F:1][C:2]1[CH:3]=[CH:4][C:5]2[N:9]=[C:8]([CH2:10][N:11]([CH3:25])[S:12]([C:15]3[C:20]([CH3:21])=[CH:19][C:18]([O:22][CH3:23])=[CH:17][C:16]=3[CH3:24])(=[O:14])=[O:13])[NH:7][C:6]=2[C:26]=1[C:27]([O:29]CC)=[O:28].[Li+].[OH-]. Product: [F:1][C:2]1[CH:3]=[CH:4][C:5]2[N:9]=[C:8]([CH2:10][N:11]([CH3:25])[S:12]([C:15]3[C:20]([CH3:21])=[CH:19][C:18]([O:22][CH3:23])=[CH:17][C:16]=3[CH3:24])(=[O:14])=[O:13])[NH:7][C:6]=2[C:26]=1[C:27]([OH:29])=[O:28]. The catalyst class is: 20. (4) Reactant: C([O:3][C:4](=[O:18])[CH:5](CCC(O)=O)[CH:6]([C:11]#[N:12])[CH2:7][CH:8]([CH3:10])[CH3:9])C.[OH-].[K+:20]. Product: [K+:20].[C:11]([CH:6]([CH2:7][CH:8]([CH3:10])[CH3:9])[CH2:5][C:4]([O-:18])=[O:3])#[N:12]. The catalyst class is: 5.